From a dataset of Reaction yield outcomes from USPTO patents with 853,638 reactions. Predict the reaction yield, written as a fraction of the theoretical maximum amount of product (1.0 means a 100% yield; for example, 0.34 means a 34% yield). (1) The reactants are [C:1]1([C:14]2[CH:19]=[CH:18][CH:17]=[CH:16][CH:15]=2)[CH:6]=[CH:5][C:4]([NH:7][C:8](=[O:13])[CH2:9][C:10]([OH:12])=O)=[CH:3][CH:2]=1.CCN(C(C)C)C(C)C.C1C=CC2N(O)N=NC=2C=1.CCN=C=NCCCN(C)C.Cl.Cl.Cl.[CH3:53][C:54]1[CH:59]=[CH:58][C:57]([CH3:60])=[CH:56][C:55]=1[NH:61][CH:62]1[CH2:67][CH2:66][NH:65][CH2:64][CH2:63]1. The catalyst is CN(C=O)C.O. The product is [C:1]1([C:14]2[CH:19]=[CH:18][CH:17]=[CH:16][CH:15]=2)[CH:2]=[CH:3][C:4]([NH:7][C:8](=[O:13])[CH2:9][C:10]([N:65]2[CH2:66][CH2:67][CH:62]([NH:61][C:55]3[CH:56]=[C:57]([CH3:60])[CH:58]=[CH:59][C:54]=3[CH3:53])[CH2:63][CH2:64]2)=[O:12])=[CH:5][CH:6]=1. The yield is 0.160. (2) The reactants are [Br:1][C:2]1[C:3]2[S:9][CH:8]=[C:7]([CH2:10][CH2:11][CH2:12][CH2:13][CH2:14][CH2:15][CH2:16][CH2:17][CH2:18][CH2:19][CH2:20][CH2:21][CH3:22])[C:4]=2[S:5][CH:6]=1.C([N-][CH:27]([CH3:29])[CH3:28])(C)C.[Li+]. The catalyst is O1CCCC1.[Cu](Cl)Cl. The product is [Br:1][C:2]1[C:3]2[S:9][CH:8]=[C:7]([CH2:10][CH2:11][CH2:12][CH2:13][CH2:14][CH2:15][CH2:16][CH2:17][CH2:18][CH2:19][CH2:29][CH2:27][CH3:28])[C:4]=2[S:5][C:6]=1[C:6]1[S:5][C:4]2[C:7]([CH2:10][CH2:11][CH2:12][CH2:13][CH2:14][CH2:15][CH2:16][CH2:17][CH2:18][CH2:19][CH2:20][CH2:21][CH3:22])=[CH:8][S:9][C:3]=2[C:2]=1[Br:1]. The yield is 0.330. (3) The reactants are [Cl:1][C:2]1[N:7]=[C:6](Cl)[CH:5]=[CH:4][N:3]=1.[NH2:9][C:10]1[CH:18]=[CH:17][C:13]2[N:14]=[CH:15][NH:16][C:12]=2[CH:11]=1.CCN(CC)CC. The catalyst is CCO. The product is [Cl:1][C:2]1[N:7]=[C:6]([NH:9][C:10]2[CH:18]=[CH:17][C:13]3[NH:14][CH:15]=[N:16][C:12]=3[CH:11]=2)[CH:5]=[CH:4][N:3]=1. The yield is 0.800. (4) The reactants are C(=O)([O-])[O-].[Na+].[Na+].[Cl:7][C:8]1[CH:9]=[CH:10][C:11]2[O:16][C:15](=[O:17])[NH:14][C:13](=[O:18])[C:12]=2[CH:19]=1.[CH2:20]([O:22][C:23](=[O:32])[CH2:24][CH2:25][CH2:26][CH2:27][CH2:28][CH2:29][CH2:30]Br)[CH3:21]. The catalyst is CC(N(C)C)=O. The product is [Cl:7][C:8]1[CH:9]=[CH:10][C:11]2[O:16][C:15](=[O:17])[N:14]([CH2:30][CH2:29][CH2:28][CH2:27][CH2:26][CH2:25][CH2:24][C:23]([O:22][CH2:20][CH3:21])=[O:32])[C:13](=[O:18])[C:12]=2[CH:19]=1. The yield is 0.995.